Dataset: Reaction yield outcomes from USPTO patents with 853,638 reactions. Task: Predict the reaction yield, written as a fraction of the theoretical maximum amount of product (1.0 means a 100% yield; for example, 0.34 means a 34% yield). (1) The reactants are COC([N:5]1[C:13]2[C:8](=[C:9]([NH:14][C:15]([O:17]N3C(=O)CCC3=O)=O)[CH:10]=[CH:11][CH:12]=2)[CH:7]=[N:6]1)=O.[N:25]1([C:31]2[CH:39]=[CH:38][CH:37]=[C:36]3[C:32]=2[CH2:33][CH2:34][CH:35]3[NH2:40])[CH2:30][CH2:29][CH2:28][CH2:27][CH2:26]1.CCN(C(C)C)C(C)C.CO. The catalyst is CN(C=O)C.O. The product is [NH:5]1[C:13]2[C:8](=[C:9]([NH:14][C:15]([NH:40][CH:35]3[C:36]4[C:32](=[C:31]([N:25]5[CH2:26][CH2:27][CH2:28][CH2:29][CH2:30]5)[CH:39]=[CH:38][CH:37]=4)[CH2:33][CH2:34]3)=[O:17])[CH:10]=[CH:11][CH:12]=2)[CH:7]=[N:6]1. The yield is 0.930. (2) The reactants are [CH3:1][C:2]1[O:6][N:5]=[C:4]([C:7]2[CH:12]=[CH:11][CH:10]=[CH:9][CH:8]=2)[C:3]=1[CH2:13][NH:14][C:15]1[CH:23]=[CH:22][C:18]([C:19]([OH:21])=O)=[CH:17][N:16]=1.[CH:24]1([NH2:27])[CH2:26][CH2:25]1. No catalyst specified. The product is [CH:24]1([NH:27][C:19](=[O:21])[C:18]2[CH:22]=[CH:23][C:15]([NH:14][CH2:13][C:3]3[C:4]([C:7]4[CH:8]=[CH:9][CH:10]=[CH:11][CH:12]=4)=[N:5][O:6][C:2]=3[CH3:1])=[N:16][CH:17]=2)[CH2:26][CH2:25]1. The yield is 0.890. (3) The product is [Br:4][C:5]1[CH:13]=[CH:12][C:11]([S:14]([CH:24]([CH3:26])[CH3:25])(=[O:16])=[O:15])=[CH:10][C:6]=1[C:7]([OH:9])=[O:8]. The yield is 0.0800. The catalyst is C1COCC1. The reactants are O.NN.[Br:4][C:5]1[CH:13]=[CH:12][C:11]([S:14](Cl)(=[O:16])=[O:15])=[CH:10][C:6]=1[C:7]([OH:9])=[O:8].CC([O-])=O.[Na+].I[CH:24]([CH3:26])[CH3:25]. (4) The reactants are CS(O[CH2:6][CH2:7][N:8]1[C:12](=[O:13])[N:11]([C:14]2[S:15][C:16]([C:20](=[O:29])[NH:21][CH2:22][C:23]3[CH:24]=[N:25][CH:26]=[CH:27][CH:28]=3)=[C:17]([CH3:19])[N:18]=2)[CH:10]=[N:9]1)(=O)=O.[F:30][C:31]1[CH:36]=[CH:35][C:34]([CH2:37][NH2:38])=[CH:33][CH:32]=1. The catalyst is CO. The product is [F:30][C:31]1[CH:36]=[CH:35][C:34]([CH2:37][NH:38][CH2:6][CH2:7][N:8]2[C:12](=[O:13])[N:11]([C:14]3[S:15][C:16]([C:20]([NH:21][CH2:22][C:23]4[CH:24]=[N:25][CH:26]=[CH:27][CH:28]=4)=[O:29])=[C:17]([CH3:19])[N:18]=3)[CH:10]=[N:9]2)=[CH:33][CH:32]=1. The yield is 0.660. (5) The reactants are Br[C:2]1[CH:14]=[CH:13][C:5]([CH2:6][N:7]([CH:10]2[CH2:12][CH2:11]2)[CH2:8][CH3:9])=[C:4]([CH3:15])[CH:3]=1.[CH3:16][Si:17]([C:20]#[CH:21])([CH3:19])[CH3:18]. The catalyst is C(N(CC)CC)C.[Cu]I.Cl[Pd](Cl)([P](C1C=CC=CC=1)(C1C=CC=CC=1)C1C=CC=CC=1)[P](C1C=CC=CC=1)(C1C=CC=CC=1)C1C=CC=CC=1. The product is [CH:10]1([N:7]([CH2:8][CH3:9])[CH2:6][C:5]2[CH:13]=[CH:14][C:2]([C:21]#[C:20][Si:17]([CH3:19])([CH3:18])[CH3:16])=[CH:3][C:4]=2[CH3:15])[CH2:12][CH2:11]1. The yield is 0.980. (6) The reactants are [Si:1]([O:8][C:9]1([C:13]2[S:14][C:15]([C:18]3[CH:19]=[C:20]([N:27]([C:35]4[N:40]=[C:39]([C:41]([F:44])([F:43])[F:42])[CH:38]=[CH:37][N:36]=4)[C:28](=[O:34])[O:29][C:30]([CH3:33])([CH3:32])[CH3:31])[CH:21]=[C:22]([N+:24]([O-])=O)[CH:23]=3)=[CH:16][N:17]=2)[CH2:12][CH2:11][CH2:10]1)([C:4]([CH3:7])([CH3:6])[CH3:5])([CH3:3])[CH3:2]. The catalyst is C(OCC)(=O)C.[Pd]. The product is [NH2:24][C:22]1[CH:21]=[C:20]([N:27]([C:35]2[N:40]=[C:39]([C:41]([F:42])([F:43])[F:44])[CH:38]=[CH:37][N:36]=2)[C:28](=[O:34])[O:29][C:30]([CH3:32])([CH3:33])[CH3:31])[CH:19]=[C:18]([C:15]2[S:14][C:13]([C:9]3([O:8][Si:1]([C:4]([CH3:7])([CH3:6])[CH3:5])([CH3:2])[CH3:3])[CH2:10][CH2:11][CH2:12]3)=[N:17][CH:16]=2)[CH:23]=1. The yield is 0.590. (7) The reactants are Cl.[Cl:2][C:3]1[CH:19]=[CH:18][C:6]2[NH:7][C:8]([C:10]3([C:16]#[N:17])[CH2:15][CH2:14][NH:13][CH2:12][CH2:11]3)=[N:9][C:5]=2[CH:4]=1.[CH:20]1[C:24]2[C:25](Cl)=[N:26][CH:27]=[N:28][C:23]=2[NH:22][CH:21]=1.C(N(CC)CC)C. The catalyst is CC(N(C)C)=O. The product is [Cl:2][C:3]1[CH:19]=[CH:18][C:6]2[NH:7][C:8]([C:10]3([C:16]#[N:17])[CH2:15][CH2:14][N:13]([C:25]4[C:24]5[CH:20]=[CH:21][NH:22][C:23]=5[N:28]=[CH:27][N:26]=4)[CH2:12][CH2:11]3)=[N:9][C:5]=2[CH:4]=1. The yield is 0.584.